Dataset: Peptide-MHC class II binding affinity with 134,281 pairs from IEDB. Task: Regression. Given a peptide amino acid sequence and an MHC pseudo amino acid sequence, predict their binding affinity value. This is MHC class II binding data. (1) The peptide sequence is VTLRIRNVRFSDEGG. The MHC is DRB1_0802 with pseudo-sequence DRB1_0802. The binding affinity (normalized) is 0.189. (2) The peptide sequence is QEMENFLGPIAVGGL. The MHC is HLA-DQA10601-DQB10402 with pseudo-sequence HLA-DQA10601-DQB10402. The binding affinity (normalized) is 0.